From a dataset of Reaction yield outcomes from USPTO patents with 853,638 reactions. Predict the reaction yield, written as a fraction of the theoretical maximum amount of product (1.0 means a 100% yield; for example, 0.34 means a 34% yield). (1) The reactants are C(N([P:8]([N:12]([CH:16]([CH3:18])[CH3:17])[CH:13]([CH3:15])[CH3:14])(Cl)([O-:10])[O-:9])C(C)C)(C)C.[CH:19]([C:22]1[CH:72]=[CH:71][C:25]([O:26][CH2:27][C:28]([NH:30][C:31]2[C:32]3[N:33]=[CH:34][N:35]([C:67]=3[N:68]=[CH:69][N:70]=2)[C@@H:36]2[O:66][C@H:40]([CH2:41][O:42][C:43]([C:60]3[CH:65]=[CH:64][CH:63]=[CH:62][CH:61]=3)([C:52]3[CH:57]=[CH:56][C:55]([O:58][CH3:59])=[CH:54][CH:53]=3)[C:44]3[CH:49]=[CH:48][C:47]([O:50][CH3:51])=[CH:46][CH:45]=3)[C@@H:38]([OH:39])[CH2:37]2)=[O:29])=[CH:24][CH:23]=1)([CH3:21])[CH3:20].C(N(C(C)C)C(C)C)C.[C:82]([O:85][C@@H:86]1[C@@H:96]([O:97][C:98](=[O:100])[CH3:99])[C@H:95]([O:101][C:102](=[O:104])[CH3:103])[C@@H:94]([CH2:105][O:106][C:107](=[O:109])[CH3:108])[O:93][C@H:87]1[O:88][CH2:89][CH2:90][CH2:91]O)(=[O:84])[CH3:83].N1C=NN=N1. The catalyst is ClCCl. The product is [CH:19]([C:22]1[CH:23]=[CH:24][C:25]([O:26][CH2:27][C:28]([NH:30][C:31]2[C:32]3[N:33]=[CH:34][N:35]([C:67]=3[N:68]=[CH:69][N:70]=2)[C@@H:36]2[O:66][C@H:40]([CH2:41][O:42][C:43]([C:60]3[CH:65]=[CH:64][CH:63]=[CH:62][CH:61]=3)([C:44]3[CH:49]=[CH:48][C:47]([O:50][CH3:51])=[CH:46][CH:45]=3)[C:52]3[CH:57]=[CH:56][C:55]([O:58][CH3:59])=[CH:54][CH:53]=3)[C@@H:38]([O:39][P:8]([N:12]([CH:13]([CH3:14])[CH3:15])[CH:16]([CH3:17])[CH3:18])([O:9][CH2:91][CH2:90][CH2:89][O:88][C@@H:87]3[O:93][C@H:94]([CH2:105][O:106][C:107](=[O:109])[CH3:108])[C@@H:95]([O:101][C:102](=[O:104])[CH3:103])[C@H:96]([O:97][C:98](=[O:100])[CH3:99])[C@H:86]3[O:85][C:82](=[O:84])[CH3:83])=[O:10])[CH2:37]2)=[O:29])=[CH:71][CH:72]=1)([CH3:21])[CH3:20]. The yield is 0.699. (2) The reactants are [S:1]1[C:5]2[CH:6]=[CH:7][CH:8]=[CH:9][C:4]=2[C:3]([C:10]2[CH:11]=[C:12]([CH:15]=[CH:16][CH:17]=2)[CH:13]=[O:14])=[CH:2]1.[H-].[Al+3].[Li+].[H-].[H-].[H-].O.O.O.O.O.O.O.O.O.O.S([O-])([O-])(=O)=O.[Na+].[Na+]. The catalyst is O1CCCC1. The product is [S:1]1[C:5]2[CH:6]=[CH:7][CH:8]=[CH:9][C:4]=2[C:3]([C:10]2[CH:11]=[C:12]([CH2:13][OH:14])[CH:15]=[CH:16][CH:17]=2)=[CH:2]1. The yield is 0.950. (3) The reactants are [CH3:1][O:2][C:3](=[O:19])[C:4]1[CH:9]=[CH:8][C:7]([CH2:10][NH:11][S:12]([CH2:15][N:16]=[N+:17]=[N-:18])(=[O:14])=[O:13])=[CH:6][CH:5]=1.[C:20]([O:24][C:25](=O)[O:26]C(C)(C)C)([CH3:23])([CH3:22])[CH3:21]. The catalyst is C(Cl)Cl.CN(C1C=CN=CC=1)C. The product is [CH3:1][O:2][C:3](=[O:19])[C:4]1[CH:5]=[CH:6][C:7]([CH2:10][N:11]([S:12]([CH2:15][N:16]=[N+:17]=[N-:18])(=[O:13])=[O:14])[C:25]([O:24][C:20]([CH3:23])([CH3:22])[CH3:21])=[O:26])=[CH:8][CH:9]=1. The yield is 0.850. (4) The reactants are [N:1]12[CH2:7][C@H:4]([CH2:5][CH2:6]1)[C@H:3]([OH:8])[CH2:2]2.[H-].[Na+].[N:11]([C:14]([C:17]1[CH:22]=[CH:21][CH:20]=[C:19]([C:23]([CH3:25])=[CH2:24])[CH:18]=1)([CH3:16])[CH3:15])=[C:12]=[O:13]. The catalyst is C1COCC1. The product is [N:1]12[CH2:7][C@H:4]([CH2:5][CH2:6]1)[C@H:3]([O:8][C:12](=[O:13])[NH:11][C:14]([C:17]1[CH:22]=[CH:21][CH:20]=[C:19]([C:23]([CH3:25])=[CH2:24])[CH:18]=1)([CH3:16])[CH3:15])[CH2:2]2. The yield is 0.260. (5) The catalyst is CC#N.C(O)(C(F)(F)F)=O. The yield is 0.640. The reactants are [CH2:1]1[CH2:6][O:5][CH:4]=[CH:3][CH2:2]1.[NH2:7][C:8]1[S:9][C:10]([C:13]([O:15][CH2:16][CH3:17])=[O:14])=[CH:11][N:12]=1. The product is [O:5]1[CH2:6][CH2:1][CH2:2][CH2:3][CH:4]1[NH:7][C:8]1[S:9][C:10]([C:13]([O:15][CH2:16][CH3:17])=[O:14])=[CH:11][N:12]=1. (6) The reactants are [F:1][C:2]([F:39])([F:38])[C:3]1[CH:4]=[C:5]([CH:31]=[C:32]([C:34]([F:37])([F:36])[F:35])[CH:33]=1)[CH2:6][N:7]1[CH2:14][CH2:13][CH2:12][NH:11][C:10]2[N:15]=[C:16](S(C)(=O)=O)[N:17]=[C:18]([C:19]3[CH:24]=[CH:23][CH:22]=[CH:21][C:20]=3[CH3:25])[C:9]=2[C:8]1=[O:30].[CH3:40][N:41]([CH3:48])[CH:42]1[CH2:47][CH2:46][NH:45][CH2:44][CH2:43]1. No catalyst specified. The product is [F:1][C:2]([F:39])([F:38])[C:3]1[CH:4]=[C:5]([CH:31]=[C:32]([C:34]([F:37])([F:36])[F:35])[CH:33]=1)[CH2:6][N:7]1[CH2:14][CH2:13][CH2:12][NH:11][C:10]2[N:15]=[C:16]([N:45]3[CH2:46][CH2:47][CH:42]([N:41]([CH3:48])[CH3:40])[CH2:43][CH2:44]3)[N:17]=[C:18]([C:19]3[CH:24]=[CH:23][CH:22]=[CH:21][C:20]=3[CH3:25])[C:9]=2[C:8]1=[O:30]. The yield is 0.860. (7) The reactants are [CH2:1]([CH2:11][C:12](=O)[CH3:13])[C:2]1[CH:10]=[CH:9][C:7]([OH:8])=[C:4]([O:5][CH3:6])[CH:3]=1.[F:15][C:16]([F:26])([F:25])[C:17]1[CH:24]=[CH:23][C:20]([CH2:21][NH2:22])=[CH:19][CH:18]=1.O. The catalyst is C1(C)C=CC=CC=1. The product is [F:15][C:16]([F:25])([F:26])[C:17]1[CH:24]=[CH:23][C:20]([CH2:21][NH:22][CH:12]([CH3:13])[CH2:11][CH2:1][C:2]2[CH:10]=[CH:9][C:7]([OH:8])=[C:4]([O:5][CH3:6])[CH:3]=2)=[CH:19][CH:18]=1. The yield is 0.740. (8) The reactants are COC(=O)[NH:4][C:5]1[S:6][C:7]2[C:13]([C:14]3[CH:19]=[CH:18][N:17]=[C:16]([CH3:20])[CH:15]=3)=[CH:12][CH:11]=[C:10]([O:21][CH3:22])[C:8]=2[N:9]=1.[OH-].[K+].Cl. The catalyst is C(O)CO.O. The product is [CH3:22][O:21][C:10]1[C:8]2[N:9]=[C:5]([NH2:4])[S:6][C:7]=2[C:13]([C:14]2[CH:19]=[CH:18][N:17]=[C:16]([CH3:20])[CH:15]=2)=[CH:12][CH:11]=1. The yield is 0.830. (9) The yield is 0.820. No catalyst specified. The reactants are [OH:1][C:2]([C:4]([F:7])([F:6])[F:5])=O.[F:8][C:9]1[CH:14]=[CH:13][C:12]([N:15]2[C:23]3[C:18](=[CH:19][C:20]([CH:24]([C:28]4[CH:33]=[CH:32][CH:31]=[CH:30][CH:29]=4)[CH2:25][CH2:26][NH2:27])=[CH:21][CH:22]=3)[CH:17]=[N:16]2)=[CH:11][CH:10]=1.FC(F)(F)CS(Cl)(=O)=O. The product is [F:5][C:4]([F:7])([F:6])[C:2]([NH:27][CH2:26][CH2:25][CH:24]([C:20]1[CH:19]=[C:18]2[C:23](=[CH:22][CH:21]=1)[N:15]([C:12]1[CH:11]=[CH:10][C:9]([F:8])=[CH:14][CH:13]=1)[N:16]=[CH:17]2)[C:28]1[CH:29]=[CH:30][CH:31]=[CH:32][CH:33]=1)=[O:1].